This data is from Forward reaction prediction with 1.9M reactions from USPTO patents (1976-2016). The task is: Predict the product of the given reaction. (1) The product is: [F:1][C:2]1[CH:3]=[CH:4][C:5]2[N:6]([CH:8]=[C:9]([C:11]([NH:13][C@H:14]3[CH2:19][CH2:18][C@@H:17]([N:20]4[C:25](=[O:26])[C:24]5[CH:27]=[C:28]([F:31])[CH:29]=[N:30][C:23]=5[N:22]([C:32]5[CH:33]=[C:34]([C:38]6[CH:43]=[CH:42][C:41]([CH2:52][NH:47][C@H:48]([CH3:51])[CH2:49][OH:50])=[CH:40][CH:39]=6)[CH:35]=[CH:36][CH:37]=5)[C:21]4=[O:46])[CH2:16][CH2:15]3)=[O:12])[N:10]=2)[CH:7]=1. Given the reactants [F:1][C:2]1[CH:3]=[CH:4][C:5]2[N:6]([CH:8]=[C:9]([C:11]([NH:13][C@H:14]3[CH2:19][CH2:18][C@@H:17]([N:20]4[C:25](=[O:26])[C:24]5[CH:27]=[C:28]([F:31])[CH:29]=[N:30][C:23]=5[N:22]([C:32]5[CH:33]=[C:34]([C:38]6[CH:43]=[CH:42][C:41](C=O)=[CH:40][CH:39]=6)[CH:35]=[CH:36][CH:37]=5)[C:21]4=[O:46])[CH2:16][CH2:15]3)=[O:12])[N:10]=2)[CH:7]=1.[NH2:47][CH:48]([CH3:51])[CH2:49][OH:50].[C:52](O[BH-](OC(=O)C)OC(=O)C)(=O)C.[Na+], predict the reaction product. (2) The product is: [CH:19]1([C:25]2[C:33]3[C:28](=[CH:29][C:30]([C:34]([O:36][CH3:37])=[O:35])=[CH:31][CH:32]=3)[NH:27][C:26]=2[C:7]2[CH:8]=[CH:9][CH:10]=[CH:11][C:6]=2[C:5](=[O:13])[NH:4][CH2:3][CH2:2][OH:1])[CH2:20][CH2:21][CH2:22][CH2:23][CH2:24]1. Given the reactants [OH:1][CH2:2][CH2:3][NH:4][C:5](=[O:13])[C:6]1[CH:11]=[CH:10][CH:9]=[CH:8][C:7]=1I.C(=O)([O-])O.[Na+].[CH:19]1([C:25]2[C:33]3[C:28](=[CH:29][C:30]([C:34]([O:36][CH3:37])=[O:35])=[CH:31][CH:32]=3)[NH:27][C:26]=2B2OC(C)(C)C(C)(C)O2)[CH2:24][CH2:23][CH2:22][CH2:21][CH2:20]1, predict the reaction product. (3) Given the reactants Cl[C:2]1[N:7]=[C:6]([O:8][CH2:9][C:10]([F:13])([F:12])[F:11])[N:5]=[C:4]([NH:14][C:15]2[CH:24]=[CH:23][C:18]([C:19]([O:21][CH3:22])=[O:20])=[CH:17][C:16]=2[F:25])[N:3]=1.[Cl:26][C:27]1[CH:32]=[CH:31][C:30]([C:33]2([NH2:36])[CH2:35][CH2:34]2)=[CH:29][CH:28]=1.CCN(C(C)C)C(C)C, predict the reaction product. The product is: [Cl:26][C:27]1[CH:28]=[CH:29][C:30]([C:33]2([NH:36][C:2]3[N:7]=[C:6]([O:8][CH2:9][C:10]([F:11])([F:13])[F:12])[N:5]=[C:4]([NH:14][C:15]4[CH:24]=[CH:23][C:18]([C:19]([O:21][CH3:22])=[O:20])=[CH:17][C:16]=4[F:25])[N:3]=3)[CH2:34][CH2:35]2)=[CH:31][CH:32]=1.